Dataset: Reaction yield outcomes from USPTO patents with 853,638 reactions. Task: Predict the reaction yield, written as a fraction of the theoretical maximum amount of product (1.0 means a 100% yield; for example, 0.34 means a 34% yield). The reactants are [CH2:1]([C:3]1[C:8](=[O:9])[NH:7][C:6]([CH3:10])=[C:5]([C:11]2[S:15][C:14]([S:16]([Cl:19])(=[O:18])=[O:17])=[CH:13][CH:12]=2)[CH:4]=1)[CH3:2].[CH3:20][N:21]1[CH2:26][CH2:25][N:24]([CH2:27][CH2:28][CH2:29][NH2:30])[CH2:23][CH2:22]1. No catalyst specified. The product is [ClH:19].[ClH:19].[CH3:20][N:21]1[CH2:26][CH2:25][N:24]([CH2:27][CH2:28][CH2:29][NH:30][S:16]([C:14]2[S:15][C:11]([C:5]3[CH:4]=[C:3]([CH2:1][CH3:2])[C:8](=[O:9])[NH:7][C:6]=3[CH3:10])=[CH:12][CH:13]=2)(=[O:18])=[O:17])[CH2:23][CH2:22]1. The yield is 0.800.